Dataset: Full USPTO retrosynthesis dataset with 1.9M reactions from patents (1976-2016). Task: Predict the reactants needed to synthesize the given product. (1) Given the product [CH3:26][O:25][C:23](=[O:24])[NH:10][C@H:3]1[CH2:4][CH2:5][C@H:6]([CH2:16][CH2:15][N:17]2[CH2:20][CH2:21][N:10]([C:3]3[CH:4]=[CH:5][CH:6]=[C:1]([Cl:13])[C:2]=3[Cl:14])[CH2:19][CH2:18]2)[CH2:1][CH2:2]1, predict the reactants needed to synthesize it. The reactants are: [C:1]1(N)[C:6](F)=[C:5](F)[C:4](F)=[C:3]([NH2:10])[C:2]=1F.[ClH:13].[ClH:14].[CH2:15]([N:17]([CH2:20][CH3:21])[CH2:18][CH3:19])[CH3:16].Cl[C:23]([O:25][CH3:26])=[O:24]. (2) Given the product [CH:7]1[C:2]([OH:8])=[CH:3][CH:4]=[C:5]([S:9]([OH:12])(=[O:11])=[O:10])[CH:6]=1, predict the reactants needed to synthesize it. The reactants are: O.[C:2]1([OH:8])[CH:7]=[CH:6][CH:5]=[CH:4][CH:3]=1.[S:9](=O)(=[O:12])([OH:11])[OH:10]. (3) Given the product [CH2:1]([N:3]1[C:12]2[C:7](=[CH:8][C:9]([N+:13]([O-:15])=[O:14])=[CH:10][CH:11]=2)[C:6](=[O:16])[N:5]([CH2:25][Si:26]([CH3:29])([CH3:28])[CH3:27])[C:4]1=[O:17])[CH3:2], predict the reactants needed to synthesize it. The reactants are: [CH2:1]([N:3]1[C:12]2[C:7](=[CH:8][C:9]([N+:13]([O-:15])=[O:14])=[CH:10][CH:11]=2)[C:6](=[O:16])[NH:5][C:4]1=[O:17])[CH3:2].C(=O)([O-])[O-].[K+].[K+].Cl[CH2:25][Si:26]([CH3:29])([CH3:28])[CH3:27]. (4) Given the product [C:19]([O:18][C:16](=[O:17])[NH:1][C@H:2]([C:13](=[O:15])[NH:24][CH2:25][CH2:26][O:27][CH3:28])[CH2:3][C:4]1[CH:5]=[CH:6][C:7]([N+:10]([O-:12])=[O:11])=[CH:8][CH:9]=1)([CH3:22])([CH3:21])[CH3:20], predict the reactants needed to synthesize it. The reactants are: [NH:1]([C:16]([O:18][C:19]([CH3:22])([CH3:21])[CH3:20])=[O:17])[C@H:2]([C:13]([OH:15])=O)[CH2:3][C:4]1[CH:9]=[CH:8][C:7]([N+:10]([O-:12])=[O:11])=[CH:6][CH:5]=1.C[N:24]1C[CH2:28][O:27][CH2:26][CH2:25]1.ClC(OCC(C)C)=O.COCCN.